Dataset: Full USPTO retrosynthesis dataset with 1.9M reactions from patents (1976-2016). Task: Predict the reactants needed to synthesize the given product. (1) The reactants are: [CH2:1]([O:8][C:9]([N:11]1[CH2:16][CH2:15][CH:14]([C:17]([OH:19])=O)[CH2:13][CH2:12]1)=[O:10])[C:2]1[CH:7]=[CH:6][CH:5]=[CH:4][CH:3]=1.[Cl:20][C:21]1[CH:27]=[CH:26][C:24]([NH2:25])=[CH:23][C:22]=1[CH3:28].C1C=CC2N(O)N=NC=2C=1.C(Cl)CCl. Given the product [Cl:20][C:21]1[CH:27]=[CH:26][C:24]([NH:25][C:17]([CH:14]2[CH2:13][CH2:12][N:11]([C:9]([O:8][CH2:1][C:2]3[CH:3]=[CH:4][CH:5]=[CH:6][CH:7]=3)=[O:10])[CH2:16][CH2:15]2)=[O:19])=[CH:23][C:22]=1[CH3:28], predict the reactants needed to synthesize it. (2) Given the product [C:1]([Si:5]([CH3:22])([CH3:21])[O:6][C:7]1[CH:16]=[C:15]2[C:10]([C:11]([CH2:18][CH2:19][O:20][Si:23]([C:26]([CH3:29])([CH3:28])[CH3:27])([CH3:25])[CH3:24])=[CH:12][C:13](=[O:17])[O:14]2)=[CH:9][CH:8]=1)([CH3:4])([CH3:3])[CH3:2], predict the reactants needed to synthesize it. The reactants are: [C:1]([Si:5]([CH3:22])([CH3:21])[O:6][C:7]1[CH:16]=[C:15]2[C:10]([C:11]([CH2:18][CH2:19][OH:20])=[CH:12][C:13](=[O:17])[O:14]2)=[CH:9][CH:8]=1)([CH3:4])([CH3:3])[CH3:2].[Si:23](Cl)([C:26]([CH3:29])([CH3:28])[CH3:27])([CH3:25])[CH3:24].N1C=CN=C1. (3) Given the product [CH:11]1([CH:8]2[CH2:9][CH2:10][C:5]3([O:1][CH2:2][CH2:3][O:4]3)[CH2:6][CH2:7]2)[CH2:15][CH2:14][CH2:13][CH2:12]1, predict the reactants needed to synthesize it. The reactants are: [O:1]1[C:5]2([CH2:10][CH2:9][CH:8]([C:11]3(O)[CH2:15][CH:14]=[CH:13][CH2:12]3)[CH2:7][CH2:6]2)[O:4][CH2:3][CH2:2]1. (4) The reactants are: [CH2:1]([O:8][C:9](=[O:54])[N:10]([CH2:40][CH2:41][CH2:42][NH:43][C:44]([O:46][CH2:47][C:48]1[CH:53]=[CH:52][CH:51]=[CH:50][CH:49]=1)=[O:45])[CH2:11][CH2:12][CH2:13][CH2:14][N:15]([C:30]([O:32][CH2:33][C:34]1[CH:39]=[CH:38][CH:37]=[CH:36][CH:35]=1)=[O:31])[CH2:16][CH2:17][CH2:18][NH:19][C:20]([C:22]1[CH:23]=[N:24][C:25]([NH:28][NH2:29])=[CH:26][CH:27]=1)=[O:21])[C:2]1[CH:7]=[CH:6][CH:5]=[CH:4][CH:3]=1.C(N(CC)CC)C.[C:62](=O)([O:68]C(C)(C)C)[O:63][C:64]([CH3:67])([CH3:66])[CH3:65]. Given the product [C:64]([O:63][C:62]([NH:29][NH:28][C:25]1[CH:26]=[CH:27][C:22]([C:20](=[O:21])[NH:19][CH2:18][CH2:17][CH2:16][N:15]([C:30]([O:32][CH2:33][C:34]2[CH:35]=[CH:36][CH:37]=[CH:38][CH:39]=2)=[O:31])[CH2:14][CH2:13][CH2:12][CH2:11][N:10]([C:9]([O:8][CH2:1][C:2]2[CH:3]=[CH:4][CH:5]=[CH:6][CH:7]=2)=[O:54])[CH2:40][CH2:41][CH2:42][NH:43][C:44]([O:46][CH2:47][C:48]2[CH:49]=[CH:50][CH:51]=[CH:52][CH:53]=2)=[O:45])=[CH:23][N:24]=1)=[O:68])([CH3:67])([CH3:66])[CH3:65], predict the reactants needed to synthesize it. (5) Given the product [I-:15].[CH2:16]([N+:8]1[C:9]2[C:5](=[CH:4][C:3]([O:2][CH3:1])=[CH:11][CH:10]=2)[C:6]([CH3:14])([CH3:13])[C:7]=1[CH3:12])[CH3:17], predict the reactants needed to synthesize it. The reactants are: [CH3:1][O:2][C:3]1[CH:4]=[C:5]2[C:9](=[CH:10][CH:11]=1)[N:8]=[C:7]([CH3:12])[C:6]2([CH3:14])[CH3:13].[I:15][CH2:16][CH3:17]. (6) The reactants are: [F:1][C:2]1[CH:3]=[C:4](B(O)O)[CH:5]=[C:6]([F:8])[CH:7]=1.C1(P(C2CCCCC2)C2C=CC=CC=2C2C(OC)=CC=CC=2OC)CCCCC1.P([O-])([O-])([O-])=O.[K+].[K+].[K+].Br[C:50]1[C:59]2[C:54](=[CH:55][CH:56]=[CH:57][CH:58]=2)[CH:53]=[CH:52][C:51]=1[CH:60]([NH:62][S:63]([C:65]([CH3:68])([CH3:67])[CH3:66])=[O:64])[CH3:61]. Given the product [F:1][C:2]1[CH:3]=[C:4]([C:50]2[C:59]3[C:54](=[CH:55][CH:56]=[CH:57][CH:58]=3)[CH:53]=[CH:52][C:51]=2[CH:60]([NH:62][S:63]([C:65]([CH3:66])([CH3:68])[CH3:67])=[O:64])[CH3:61])[CH:5]=[C:6]([F:8])[CH:7]=1, predict the reactants needed to synthesize it. (7) Given the product [CH2:1]([O:3][C:4](=[O:17])[CH2:5][CH2:6][N:7]1[C:8]2[CH:13]=[C:12]([C:14]#[N:15])[CH:11]=[CH:10][C:9]=2[NH:16][C:23]1=[O:24])[CH3:2], predict the reactants needed to synthesize it. The reactants are: [CH2:1]([O:3][C:4](=[O:17])[CH2:5][CH2:6][NH:7][C:8]1[CH:13]=[C:12]([C:14]#[N:15])[CH:11]=[CH:10][C:9]=1[NH2:16])[CH3:2].C1N=CN([C:23](N2C=NC=C2)=[O:24])C=1. (8) Given the product [Cl:19][C:13]1[CH:14]=[CH:15][CH:16]=[C:17]([Cl:18])[C:12]=1[C:10]1[NH:11][C:7]2[CH:6]=[C:5]([C:3]([OH:4])=[O:2])[CH:21]=[CH:20][C:8]=2[N:9]=1, predict the reactants needed to synthesize it. The reactants are: C[O:2][C:3]([C:5]1[CH:21]=[CH:20][C:8]2[N:9]=[C:10]([C:12]3[C:17]([Cl:18])=[CH:16][CH:15]=[CH:14][C:13]=3[Cl:19])[NH:11][C:7]=2[CH:6]=1)=[O:4].[OH-].[Na+].Cl. (9) Given the product [S:7]1[CH:11]=[CH:10][C:9]2[CH:12]=[CH:13][CH:14]=[C:15]([CH2:16][OH:17])[C:8]1=2, predict the reactants needed to synthesize it. The reactants are: [H-].[Al+3].[Li+].[H-].[H-].[H-].[S:7]1[CH:11]=[CH:10][C:9]2[CH:12]=[CH:13][CH:14]=[C:15]([C:16](OC)=[O:17])[C:8]1=2.Cl. (10) Given the product [F:19][C:18]([F:21])([F:20])[C:15]1[CH:16]=[CH:17][C:12]([CH2:11][C:8]2[CH:9]=[CH:10][C:5]([O:4][C:2]([N:22]3[CH2:23][CH2:24][CH:25]([O:28][C:29]4[CH:34]=[CH:33][C:32]([CH2:35][C:36]([OH:38])=[O:37])=[CH:31][CH:30]=4)[CH2:26][CH2:27]3)=[O:3])=[CH:6][CH:7]=2)=[CH:13][CH:14]=1, predict the reactants needed to synthesize it. The reactants are: Cl[C:2]([O:4][C:5]1[CH:10]=[CH:9][C:8]([CH2:11][C:12]2[CH:17]=[CH:16][C:15]([C:18]([F:21])([F:20])[F:19])=[CH:14][CH:13]=2)=[CH:7][CH:6]=1)=[O:3].[NH:22]1[CH2:27][CH2:26][CH:25]([O:28][C:29]2[CH:34]=[CH:33][C:32]([CH2:35][C:36]([O-:38])=[O:37])=[CH:31][CH:30]=2)[CH2:24][CH2:23]1.[Na+].[Cl-].[Na+].